This data is from Full USPTO retrosynthesis dataset with 1.9M reactions from patents (1976-2016). The task is: Predict the reactants needed to synthesize the given product. (1) Given the product [C:24]([O:11][C@@H:10]1[C@@H:12]([O:13][C:24](=[O:31])[C:25]2[CH:30]=[CH:29][CH:28]=[CH:27][CH:26]=2)[C@@H:14]([O:15][C:24](=[O:31])[C:25]2[CH:30]=[CH:29][CH:28]=[CH:27][CH:26]=2)[C@@H:16]([CH2:18][O:19][C:24](=[O:31])[C:25]2[CH:30]=[CH:29][CH:28]=[CH:27][CH:26]=2)[O:17][C@H:9]1[O:8][C@@H:7]1[C@@H:20]([CH2:22][O:23][C:24](=[O:31])[C:25]2[CH:30]=[CH:29][CH:28]=[CH:27][CH:26]=2)[O:21][CH:2]([O:1][C:24](=[O:31])[C:25]2[CH:30]=[CH:29][CH:28]=[CH:27][CH:26]=2)[C@H:3]([O:4][C:24](=[O:31])[C:25]2[CH:30]=[CH:29][CH:28]=[CH:27][CH:26]=2)[C@H:5]1[O:6][C:24](=[O:31])[C:25]1[CH:30]=[CH:29][CH:28]=[CH:27][CH:26]=1)(=[O:31])[C:25]1[CH:30]=[CH:29][CH:28]=[CH:27][CH:26]=1, predict the reactants needed to synthesize it. The reactants are: [OH:1][CH:2]1[O:21][C@H:20]([CH2:22][OH:23])[C@@H:7]([O:8][C@@H:9]2[O:17][C@H:16]([CH2:18][OH:19])[C@H:14]([OH:15])[C@H:12]([OH:13])[C@H:10]2[OH:11])[C@H:5]([OH:6])[C@H:3]1[OH:4].[C:24](Cl)(=[O:31])[C:25]1[CH:30]=[CH:29][CH:28]=[CH:27][CH:26]=1.C(Cl)Cl. (2) Given the product [Br:1][C:2]1[CH:10]=[CH:9][CH:8]=[C:7]2[C:3]=1[CH2:4][CH2:5][C@@H:6]2[NH:11][S@:12]([C:14]([CH3:17])([CH3:16])[CH3:15])=[O:13], predict the reactants needed to synthesize it. The reactants are: [Br:1][C:2]1[CH:10]=[CH:9][CH:8]=[C:7]2[C:3]=1[CH2:4][CH2:5]/[C:6]/2=[N:11]\[S@:12]([C:14]([CH3:17])([CH3:16])[CH3:15])=[O:13].C1COCC1.[BH4-].[Na+]. (3) Given the product [Cl:1][C:2]1[CH:3]=[C:4]([C:8]2[C:13]3[N:14]([CH2:24][C@H:25]4[CH2:30][CH2:29][C@H:28]([CH3:31])[CH2:27][CH2:26]4)[C:15]([N:17]4[CH2:21][CH2:20][CH2:19][C@H:18]4[CH2:22][F:23])=[N:16][C:12]=3[CH:11]=[C:10]([C:32]3[NH:33][C:36](=[O:37])[O:35][N:34]=3)[N:9]=2)[CH:5]=[N:6][CH:7]=1, predict the reactants needed to synthesize it. The reactants are: [Cl:1][C:2]1[CH:3]=[C:4]([C:8]2[C:13]3[N:14]([CH2:24][C@H:25]4[CH2:30][CH2:29][C@H:28]([CH3:31])[CH2:27][CH2:26]4)[C:15]([N:17]4[CH2:21][CH2:20][CH2:19][C@H:18]4[CH2:22][F:23])=[N:16][C:12]=3[CH:11]=[C:10]([C:32](=[N:34][OH:35])[NH2:33])[N:9]=2)[CH:5]=[N:6][CH:7]=1.[C:36](N1C=CN=C1)(N1C=CN=C1)=[O:37].N12CCCN=C1CCCCC2. (4) Given the product [Br:19][CH2:14][C:12]1[N:13]=[C:9]([C:6]2[CH:7]=[CH:8][C:3]([C:2]([F:17])([F:16])[F:1])=[CH:4][CH:5]=2)[S:10][CH:11]=1, predict the reactants needed to synthesize it. The reactants are: [F:1][C:2]([F:17])([F:16])[C:3]1[CH:8]=[CH:7][C:6]([C:9]2[S:10][CH:11]=[C:12]([CH2:14]O)[N:13]=2)=[CH:5][CH:4]=1.P(Br)(Br)[Br:19]. (5) Given the product [Cl:12][C:13]1[CH:14]=[CH:15][C:16]([CH:19]([C:41]2[CH:42]=[CH:43][C:44]([Cl:47])=[CH:45][CH:46]=2)[N:20]2[CH2:21][C:22](=[CH:24][S:25]([CH2:28][C:29]3[CH:30]=[C:31]([N:35]4[CH2:40][CH2:39][N:38]([CH2:7][CH:8]([CH3:10])[CH3:9])[CH2:37][CH2:36]4)[CH:32]=[CH:33][CH:34]=3)(=[O:26])=[O:27])[CH2:23]2)=[CH:17][CH:18]=1, predict the reactants needed to synthesize it. The reactants are: C(O[BH3-])(=O)C.[Na+].[CH:7](=O)[CH:8]([CH3:10])[CH3:9].[Cl:12][C:13]1[CH:18]=[CH:17][C:16]([CH:19]([C:41]2[CH:46]=[CH:45][C:44]([Cl:47])=[CH:43][CH:42]=2)[N:20]2[CH2:23][C:22](=[CH:24][S:25]([CH2:28][C:29]3[CH:30]=[C:31]([N:35]4[CH2:40][CH2:39][NH:38][CH2:37][CH2:36]4)[CH:32]=[CH:33][CH:34]=3)(=[O:27])=[O:26])[CH2:21]2)=[CH:15][CH:14]=1.C(=O)(O)[O-].[Na+]. (6) Given the product [CH3:4][C:5]1[N:10]=[C:9](/[CH:11]=[N:15]/[OH:14])[CH:8]=[CH:7][CH:6]=1, predict the reactants needed to synthesize it. The reactants are: C(O)C.[CH3:4][C:5]1[N:10]=[C:9]([CH:11]=O)[CH:8]=[CH:7][CH:6]=1.Cl.[OH:14][NH2:15].C([O-])([O-])=O.[K+].[K+].